This data is from Full USPTO retrosynthesis dataset with 1.9M reactions from patents (1976-2016). The task is: Predict the reactants needed to synthesize the given product. (1) Given the product [Cl:40][C:24]1[C:25]([NH:27][C:28]2[CH:33]=[CH:32][CH:31]=[CH:30][C:29]=2[S:34]([N:37]([CH3:39])[CH3:38])(=[O:36])=[O:35])=[N:26][C:21]([NH:19][C:14]2[C:15]([O:17][CH3:18])=[CH:16][C:9]3[CH2:8][CH2:7][N:6]([CH:3]([CH2:2][F:1])[CH2:4][F:5])[CH2:12][CH2:11][C:10]=3[CH:13]=2)=[N:22][CH:23]=1, predict the reactants needed to synthesize it. The reactants are: [F:1][CH2:2][CH:3]([N:6]1[CH2:12][CH2:11][C:10]2[CH:13]=[C:14]([NH2:19])[C:15]([O:17][CH3:18])=[CH:16][C:9]=2[CH2:8][CH2:7]1)[CH2:4][F:5].Cl[C:21]1[N:26]=[C:25]([NH:27][C:28]2[CH:33]=[CH:32][CH:31]=[CH:30][C:29]=2[S:34]([N:37]([CH3:39])[CH3:38])(=[O:36])=[O:35])[C:24]([Cl:40])=[CH:23][N:22]=1. (2) Given the product [C:20]([C:18]1[CH:19]=[C:14]([N:9]2[C:10]([CH:11]([CH3:13])[CH3:12])=[C:6]([C:4]([OH:5])=[O:3])[N:7]=[N:8]2)[CH:15]=[C:16]([C:24]2[CH:25]=[CH:26][C:27]([CH3:30])=[CH:28][CH:29]=2)[CH:17]=1)([OH:22])=[O:21], predict the reactants needed to synthesize it. The reactants are: C([O:3][C:4]([C:6]1[N:7]=[N:8][N:9]([C:14]2[CH:15]=[C:16]([C:24]3[CH:29]=[CH:28][C:27]([CH3:30])=[CH:26][CH:25]=3)[CH:17]=[C:18]([C:20]([O:22]C)=[O:21])[CH:19]=2)[C:10]=1[CH:11]([CH3:13])[CH3:12])=[O:5])C.O.O[Li].O. (3) Given the product [Na+:1].[C:5]([CH2:4][CH2:13][CH2:12][CH2:11][CH2:10][N+:27]1[CH:28]=[CH:29][C:24]([C:23]2[O:22][C:5]3[C:6]([S:18]([O-:21])(=[O:20])=[O:19])=[CH:7][C:8]4[C:13](=[CH:12][CH:11]=[C:10]([S:14]([O-:17])(=[O:16])=[O:15])[CH:9]=4)[C:4]=3[N:3]=2)=[CH:25][CH:26]=1)([OH:22])=[O:40], predict the reactants needed to synthesize it. The reactants are: [Na+:1].[Na+].[NH2:3][C:4]1[C:13]2[C:8](=[CH:9][C:10]([S:14]([O-:17])(=[O:16])=[O:15])=[CH:11][CH:12]=2)[CH:7]=[C:6]([S:18]([O-:21])(=[O:20])=[O:19])[C:5]=1[OH:22].[C:23](O)(=O)[C:24]1[CH:29]=[CH:28][N:27]=[CH:26][CH:25]=1.C[Si](OP(=O)=O)(C)C.[OH-:40].[Na+]. (4) Given the product [CH:1]12[O:7][CH:4]([CH2:5][CH2:6]1)[CH2:3][CH:2]2[C:8]#[N:9], predict the reactants needed to synthesize it. The reactants are: [CH:1]12[O:7][CH:4]([CH:5]=[CH:6]1)[CH2:3][CH:2]2[C:8]#[N:9]. (5) Given the product [F:51][C:32]1[CH:31]=[C:30]([NH:29][C:27]([NH:26][C:24](=[O:25])[CH2:23][C:17]2[CH:22]=[CH:21][CH:20]=[CH:19][CH:18]=2)=[O:28])[CH:50]=[CH:49][C:33]=1[O:34][C:35]1[N:40]=[CH:39][N:38]=[C:37]([NH:41][C:42]([N:44]2[CH2:48][CH2:47][CH2:46][CH2:45]2)=[O:43])[CH:36]=1, predict the reactants needed to synthesize it. The reactants are: C1(CC(N)=O)C=CC=CC=1.C(Cl)(=O)C(Cl)=O.[C:17]1([CH2:23][C:24]([N:26]=[C:27]=[O:28])=[O:25])[CH:22]=[CH:21][CH:20]=[CH:19][CH:18]=1.[NH2:29][C:30]1[CH:50]=[CH:49][C:33]([O:34][C:35]2[N:40]=[CH:39][N:38]=[C:37]([NH:41][C:42]([N:44]3[CH2:48][CH2:47][CH2:46][CH2:45]3)=[O:43])[CH:36]=2)=[C:32]([F:51])[CH:31]=1. (6) The reactants are: [C:1]([C:4]1[CH:5]=[C:6]2[C:11](=[CH:12][CH:13]=1)[C:9](=[O:10])[O:8][CH2:7]2)([OH:3])=O.S(Cl)(Cl)=O.CN(C)C=O.[NH2:23][C:24]([CH3:28])([CH3:27])[CH2:25][OH:26]. Given the product [O:10]=[C:9]1[C:11]2[C:6](=[CH:5][C:4]([C:1]([NH:23][C:24]([CH3:28])([CH3:27])[CH2:25][OH:26])=[O:3])=[CH:13][CH:12]=2)[CH2:7][O:8]1, predict the reactants needed to synthesize it. (7) Given the product [CH3:1][N:2]1[CH2:14][CH2:13][C:5]2[N:6]([CH2:21][CH2:20][C:19]3[CH:22]=[CH:23][C:16]([CH3:15])=[CH:17][CH:18]=3)[C:7]3[CH:8]=[CH:9][CH:10]=[CH:11][C:12]=3[C:4]=2[CH2:3]1, predict the reactants needed to synthesize it. The reactants are: [CH3:1][N:2]1[CH2:14][CH2:13][C:5]2[NH:6][C:7]3[CH:8]=[CH:9][CH:10]=[CH:11][C:12]=3[C:4]=2[CH2:3]1.[CH3:15][C:16]1[CH:23]=[CH:22][C:19]([CH:20]=[CH2:21])=[CH:18][CH:17]=1.[H-].[Na+]. (8) Given the product [CH2:19]([N:4]([CH2:2][CH3:3])[C:5](=[O:18])[CH2:6][CH2:7][CH2:8][CH2:9][C@H:10]1[CH2:11][CH2:12][C@H:13]([N:16]([CH3:17])[S:29]([C:26]2[CH:25]=[CH:24][C:23]([C:22]([F:21])([F:33])[F:34])=[CH:28][CH:27]=2)(=[O:31])=[O:30])[CH2:14][CH2:15]1)[CH3:20], predict the reactants needed to synthesize it. The reactants are: Cl.[CH2:2]([N:4]([CH2:19][CH3:20])[C:5](=[O:18])[CH2:6][CH2:7][CH2:8][CH2:9][C@H:10]1[CH2:15][CH2:14][C@H:13]([NH:16][CH3:17])[CH2:12][CH2:11]1)[CH3:3].[F:21][C:22]([F:34])([F:33])[C:23]1[CH:28]=[CH:27][C:26]([S:29](Cl)(=[O:31])=[O:30])=[CH:25][CH:24]=1.